From a dataset of Full USPTO retrosynthesis dataset with 1.9M reactions from patents (1976-2016). Predict the reactants needed to synthesize the given product. (1) Given the product [CH2:1]([O:3][C:4]([CH:6]1[CH2:11][CH2:10][N:9]([S:17]([C:13]2[S:12][CH:16]=[CH:15][CH:14]=2)(=[O:19])=[O:18])[CH2:8][CH2:7]1)=[O:5])[CH3:2], predict the reactants needed to synthesize it. The reactants are: [CH2:1]([O:3][C:4]([CH:6]1[CH2:11][CH2:10][NH:9][CH2:8][CH2:7]1)=[O:5])[CH3:2].[S:12]1[CH:16]=[CH:15][CH:14]=[C:13]1[S:17](Cl)(=[O:19])=[O:18].Cl. (2) Given the product [F:23][C:24]([F:30])([F:29])[S:25]([O-:28])(=[O:27])=[O:26].[F:1][C:2]([F:17])([F:16])[CH2:3][CH2:4][CH2:5][O:6][C:7]1[CH:15]=[CH:14][C:10]([C:11]2[S:22][CH2:18][CH2:19][CH2:20][S+:21]=2)=[CH:9][CH:8]=1, predict the reactants needed to synthesize it. The reactants are: [F:1][C:2]([F:17])([F:16])[CH2:3][CH2:4][CH2:5][O:6][C:7]1[CH:15]=[CH:14][C:10]([C:11](O)=O)=[CH:9][CH:8]=1.[CH2:18]([SH:22])[CH2:19][CH2:20][SH:21].[F:23][C:24]([F:30])([F:29])[S:25]([OH:28])(=[O:27])=[O:26]. (3) Given the product [CH3:8][O:9][C:10]([CH:12]1[CH2:17][CH:16]2[C:15]([Br:22])=[CH:14][CH:13]1[C:19](=[O:20])[CH2:27][C:18]2=[O:21])=[O:11], predict the reactants needed to synthesize it. The reactants are: C[Si](C=[N+]=[N-])(C)C.[CH3:8][O:9][C:10]([CH:12]1[CH2:17][CH:16]2[C:18](=[O:21])[C:19](=[O:20])[CH:13]1[CH:14]=[C:15]2[Br:22])=[O:11].B(F)(F)F.[CH3:27]COCC. (4) Given the product [F:1][C:2]1[CH:22]=[C:21]([N:23]2[CH:27]=[CH:26][CH:25]=[N:24]2)[CH:20]=[CH:19][C:3]=1[CH2:4][C:5]1[CH:14]=[C:9]2[C:8]([CH2:15][N:29]([C@H:30]3[CH2:34][CH2:33][CH2:32][C@@H:31]3[OH:35])[C:10]2=[O:11])=[C:7]([CH3:17])[C:6]=1[CH3:18], predict the reactants needed to synthesize it. The reactants are: [F:1][C:2]1[CH:22]=[C:21]([N:23]2[CH:27]=[CH:26][CH:25]=[N:24]2)[CH:20]=[CH:19][C:3]=1[CH2:4][C:5]1[C:6]([CH3:18])=[C:7]([CH3:17])[C:8]([CH:15]=O)=[C:9]([CH:14]=1)[C:10](OC)=[O:11].Cl.[NH2:29][C@H:30]1[CH2:34][CH2:33][CH2:32][C@@H:31]1[OH:35].C(N(CC)CC)C.S([O-])([O-])(=O)=O.[Mg+2]. (5) Given the product [Cl:21][C:22]1[CH:29]=[CH:28][CH:27]=[C:26]([F:30])[C:23]=1[CH2:24][NH:25][C:2]1[CH:7]=[CH:6][CH:5]=[CH:4][C:3]=1[S:8]([NH:12][C:13]1[CH:14]=[N:15][C:16]([O:19][CH3:20])=[N:17][CH:18]=1)(=[O:10])=[O:9], predict the reactants needed to synthesize it. The reactants are: F[C:2]1[CH:7]=[CH:6][CH:5]=[CH:4][C:3]=1[S:8](Cl)(=[O:10])=[O:9].[NH2:12][C:13]1[CH:14]=[N:15][C:16]([O:19][CH3:20])=[N:17][CH:18]=1.[Cl:21][C:22]1[CH:29]=[CH:28][CH:27]=[C:26]([F:30])[C:23]=1[CH2:24][NH2:25]. (6) Given the product [OH:21][CH2:20][CH2:19][CH2:18][CH2:17]/[C:16](/[CH3:22])=[CH:15]/[CH2:14][C:4]1[C:3](=[O:2])[C:8]([CH3:9])=[C:7]([CH3:10])[C:6](=[O:11])[C:5]=1[CH3:13], predict the reactants needed to synthesize it. The reactants are: C[O:2][C:3]1[C:8]([CH3:9])=[C:7]([CH3:10])[C:6]([O:11]C)=[C:5]([CH3:13])[C:4]=1[CH2:14]/[CH:15]=[C:16](\[CH3:22])/[CH2:17][CH2:18][CH2:19][CH2:20][OH:21].O=[N+]([O-])[O-].[O-][N+](=O)[O-].[O-][N+](=O)[O-].[O-][N+](=O)[O-].[O-][N+](=O)[O-].[O-][N+](=O)[O-].[Ce+4].[NH4+].[NH4+].O.CCOC(C)=O.